From a dataset of Catalyst prediction with 721,799 reactions and 888 catalyst types from USPTO. Predict which catalyst facilitates the given reaction. (1) Reactant: [CH2:1]([O:3][C@H:4]1[CH2:9][CH2:8][N:7]([CH2:10][C:11]2[C:19]([O:20][CH3:21])=[CH:18][C:17]([CH3:22])=[C:16]3[C:12]=2[CH:13]=[CH:14][N:15]3C(OC(C)(C)C)=O)[C@H:6]([C:30]2[CH:35]=[CH:34][C:33]([C:36]([O:38][CH3:39])=[O:37])=[CH:32][CH:31]=2)[CH2:5]1)[CH3:2].C([O-])([O-])=O.[K+].[K+].C[Si](C=[N+]=[N-])(C)C. The catalyst class is: 442. Product: [CH2:1]([O:3][C@H:4]1[CH2:9][CH2:8][N:7]([CH2:10][C:11]2[C:19]([O:20][CH3:21])=[CH:18][C:17]([CH3:22])=[C:16]3[C:12]=2[CH:13]=[CH:14][NH:15]3)[C@H:6]([C:30]2[CH:31]=[CH:32][C:33]([C:36]([O:38][CH3:39])=[O:37])=[CH:34][CH:35]=2)[CH2:5]1)[CH3:2]. (2) Reactant: [N:1]1[CH:6]=[CH:5][CH:4]=[CH:3][C:2]=1[CH2:7][NH:8][C:9](=[O:42])[CH2:10][N:11]1[C:19]2[C:14](=[C:15]([C:20]3[N:24]=[C:23]([C:25]4[CH:30]=[CH:29][C:28]([O:31][CH:32]([CH3:37])[C:33]([F:36])([F:35])[F:34])=[C:27]([C:38]([F:41])([F:40])[F:39])[CH:26]=4)[O:22][N:21]=3)[CH:16]=[CH:17][CH:18]=2)[CH:13]=[CH:12]1.[ClH:43].O1CCOCC1. Product: [ClH:43].[N:1]1[CH:6]=[CH:5][CH:4]=[CH:3][C:2]=1[CH2:7][NH:8][C:9](=[O:42])[CH2:10][N:11]1[C:19]2[C:14](=[C:15]([C:20]3[N:24]=[C:23]([C:25]4[CH:30]=[CH:29][C:28]([O:31][CH:32]([CH3:37])[C:33]([F:36])([F:34])[F:35])=[C:27]([C:38]([F:39])([F:40])[F:41])[CH:26]=4)[O:22][N:21]=3)[CH:16]=[CH:17][CH:18]=2)[CH:13]=[CH:12]1. The catalyst class is: 2. (3) Reactant: [F:1][C:2]1[CH:3]=[C:4]([N:20](C2C=CC=CC=2)[C:21]([C:23]2(C(N)=O)[CH2:25][CH2:24]2)=[O:22])[CH:5]=[CH:6][C:7]=1[O:8][C:9]1[C:18]2[C:13](=[CH:14][C:15](O)=[CH:16][CH:17]=2)[N:12]=[CH:11][CH:10]=1.CS([O:39][CH2:40][CH2:41][C:42]1([O:45][C:46](=[O:53])[C:47]2[CH:52]=[CH:51][CH:50]=[CH:49][CH:48]=2)[CH2:44][CH2:43]1)(=O)=O.[C:54]([O-:57])([O-])=O.[Cs+].[Cs+]. Product: [C:46]([O:45][C:42]1([CH2:41][CH2:40][O:39][C:15]2[CH:14]=[C:13]3[C:18]([C:9]([O:8][C:7]4[CH:6]=[CH:5][C:4]([NH:20][C:21]([C:23]5([C:54](=[O:57])[NH:12][C:13]6[CH:18]=[CH:17][CH:16]=[CH:15][CH:14]=6)[CH2:24][CH2:25]5)=[O:22])=[CH:3][C:2]=4[F:1])=[CH:10][CH:11]=[N:12]3)=[CH:17][CH:16]=2)[CH2:44][CH2:43]1)(=[O:53])[C:47]1[CH:52]=[CH:51][CH:50]=[CH:49][CH:48]=1. The catalyst class is: 3. (4) Reactant: C(OC(=O)[NH:7][C@H:8]([C:10](=[O:27])[NH:11][C:12]1[CH:17]=[CH:16][C:15]([F:18])=[CH:14][C:13]=1[NH:19][C:20]1[CH:21]=[N:22][C:23]([F:26])=[CH:24][CH:25]=1)[CH3:9])(C)(C)C. Product: [NH2:7][C@@H:8]([CH3:9])[C:10]([NH:11][C:12]1[CH:17]=[CH:16][C:15]([F:18])=[CH:14][C:13]=1[NH:19][C:20]1[CH:21]=[N:22][C:23]([F:26])=[CH:24][CH:25]=1)=[O:27]. The catalyst class is: 157. (5) Reactant: [CH2:1]([C:3]1([C:16]([O-:18])=[O:17])[CH2:8][CH2:7][CH2:6][N:5]([C:9]([O:11][C:12]([CH3:15])([CH3:14])[CH3:13])=[O:10])[CH2:4]1)C.[CH:19]([N-]C(C)C)(C)[CH3:20].[Li+].CI.[Cl-].[NH4+]. Product: [CH3:1][C:3]1([C:16]([O:18][CH2:19][CH3:20])=[O:17])[CH2:8][CH2:7][CH2:6][N:5]([C:9]([O:11][C:12]([CH3:13])([CH3:14])[CH3:15])=[O:10])[CH2:4]1. The catalyst class is: 1. (6) Reactant: ClC(OC(Cl)C)=O.C([N:15]1[CH2:24][CH2:23][C:22]2[N:21]=[C:20]3[CH:25]=[CH:26][CH:27]=[CH:28][C:19]3=[C:18]([Cl:29])[C:17]=2[CH2:16]1)C1C=CC=CC=1. Product: [Cl:29][C:18]1[C:17]2[CH2:16][NH:15][CH2:24][CH2:23][C:22]=2[N:21]=[C:20]2[CH:25]=[CH:26][CH:27]=[CH:28][C:19]=12. The catalyst class is: 26. (7) Reactant: [Br:1][C:2]1[CH:3]=[CH:4][C:5]([CH2:8][NH2:9])=[N:6][CH:7]=1.C(=O)([O-])[O-].[Na+].[Na+].[CH3:16][O:17][CH2:18][CH2:19][CH2:20][C:21](Cl)=[O:22]. Product: [Br:1][C:2]1[CH:3]=[CH:4][C:5]([CH2:8][NH:9][C:21](=[O:22])[CH2:20][CH2:19][CH2:18][O:17][CH3:16])=[N:6][CH:7]=1. The catalyst class is: 13. (8) Reactant: [N+:1]([C:4]1[CH:12]=[C:11]2[C:7]([C:8](=[S:19])[NH:9][N:10]2[C:13]2[CH:18]=[CH:17][CH:16]=[CH:15][CH:14]=2)=[CH:6][CH:5]=1)([O-:3])=[O:2].[C:20]([O-])([O-])=O.[Cs+].[Cs+].IC. Product: [CH3:20][S:19][C:8]1[C:7]2[C:11](=[CH:12][C:4]([N+:1]([O-:3])=[O:2])=[CH:5][CH:6]=2)[N:10]([C:13]2[CH:18]=[CH:17][CH:16]=[CH:15][CH:14]=2)[N:9]=1. The catalyst class is: 23. (9) Reactant: [NH2:1][C:2]1[CH:3]=[CH:4][C:5]2[N:11]([CH3:12])[C:10](=[O:13])[O:9][CH2:8][CH2:7][C:6]=2[CH:14]=1.O(S(C(F)(F)F)(=O)=O)[Li].[O:24]1[CH2:26][C@@H:25]1[CH2:27][NH:28][C:29](=[O:35])[O:30][C:31]([CH3:34])([CH3:33])[CH3:32]. Product: [OH:24][C@H:25]([CH2:26][NH:1][C:2]1[CH:3]=[CH:4][C:5]2[N:11]([CH3:12])[C:10](=[O:13])[O:9][CH2:8][CH2:7][C:6]=2[CH:14]=1)[CH2:27][NH:28][C:29](=[O:35])[O:30][C:31]([CH3:33])([CH3:32])[CH3:34]. The catalyst class is: 23.